From a dataset of Catalyst prediction with 721,799 reactions and 888 catalyst types from USPTO. Predict which catalyst facilitates the given reaction. Reactant: [CH3:1][O:2][C:3]([C:5]1([C:8]2[CH:13]=[CH:12][C:11]([OH:14])=[C:10]([NH2:15])[CH:9]=2)[CH2:7][CH2:6]1)=[O:4].Cl[C:17](Cl)([O:19]C(=O)OC(Cl)(Cl)Cl)Cl.O. Product: [CH3:1][O:2][C:3]([C:5]1([C:8]2[CH:13]=[CH:12][C:11]3[O:14][C:17](=[O:19])[NH:15][C:10]=3[CH:9]=2)[CH2:7][CH2:6]1)=[O:4]. The catalyst class is: 1.